Dataset: Catalyst prediction with 721,799 reactions and 888 catalyst types from USPTO. Task: Predict which catalyst facilitates the given reaction. (1) Reactant: [OH:1][CH2:2][CH2:3][N:4]1[CH2:9][CH2:8][N:7]([CH2:10][C:11]2[CH:12]=[C:13]3[C:17](=[CH:18][CH:19]=2)[N:16]([C:20]([O:22][C:23]([CH3:26])([CH3:25])[CH3:24])=[O:21])[CH:15]=[CH:14]3)[CH2:6][CH2:5]1.N1C=CN=C1.[Si:32](Cl)([C:35]([CH3:38])([CH3:37])[CH3:36])([CH3:34])[CH3:33]. Product: [Si:32]([O:1][CH2:2][CH2:3][N:4]1[CH2:9][CH2:8][N:7]([CH2:10][C:11]2[CH:12]=[C:13]3[C:17](=[CH:18][CH:19]=2)[N:16]([C:20]([O:22][C:23]([CH3:26])([CH3:25])[CH3:24])=[O:21])[CH:15]=[CH:14]3)[CH2:6][CH2:5]1)([C:35]([CH3:38])([CH3:37])[CH3:36])([CH3:34])[CH3:33]. The catalyst class is: 3. (2) Reactant: [N+:1]([C:4]1[CH:9]=[CH:8][CH:7]=[CH:6][C:5]=1[S:10]([NH:13][CH:14]([CH3:19])[C:15]([O:17][CH3:18])=[O:16])(=[O:12])=[O:11])([O-:3])=[O:2].C(=O)([O-])[O-].[Cs+].[Cs+].[CH2:26](Br)[CH3:27]. Product: [CH2:26]([N:13]([S:10]([C:5]1[CH:6]=[CH:7][CH:8]=[CH:9][C:4]=1[N+:1]([O-:3])=[O:2])(=[O:12])=[O:11])[CH:14]([CH3:19])[C:15]([O:17][CH3:18])=[O:16])[CH3:27]. The catalyst class is: 9. (3) Reactant: [Cl-].[Al+3].[Cl-].[Cl-].[C:5]1(=[O:11])[O:10][C:8](=[O:9])[CH2:7][CH2:6]1.[S:12]1[CH:16]=[CH:15][CH:14]=[CH:13]1.Cl. Product: [O:11]=[C:5]([C:13]1[S:12][CH:16]=[CH:15][CH:14]=1)[CH2:6][CH2:7][C:8]([OH:10])=[O:9]. The catalyst class is: 2.